This data is from NCI-60 drug combinations with 297,098 pairs across 59 cell lines. The task is: Regression. Given two drug SMILES strings and cell line genomic features, predict the synergy score measuring deviation from expected non-interaction effect. (1) Drug 1: C1=NC2=C(N1)C(=S)N=C(N2)N. Drug 2: CC(C)NC(=O)C1=CC=C(C=C1)CNNC.Cl. Cell line: PC-3. Synergy scores: CSS=7.95, Synergy_ZIP=-5.92, Synergy_Bliss=-2.01, Synergy_Loewe=-27.2, Synergy_HSA=-4.63. (2) Drug 1: CC1=C2C(C(=O)C3(C(CC4C(C3C(C(C2(C)C)(CC1OC(=O)C(C(C5=CC=CC=C5)NC(=O)C6=CC=CC=C6)O)O)OC(=O)C7=CC=CC=C7)(CO4)OC(=O)C)O)C)OC(=O)C. Drug 2: CCN(CC)CCNC(=O)C1=C(NC(=C1C)C=C2C3=C(C=CC(=C3)F)NC2=O)C. Cell line: OVCAR-5. Synergy scores: CSS=38.1, Synergy_ZIP=1.07, Synergy_Bliss=1.71, Synergy_Loewe=-24.4, Synergy_HSA=-0.264. (3) Drug 1: C1=C(C(=O)NC(=O)N1)F. Drug 2: CC1C(C(CC(O1)OC2CC(OC(C2O)C)OC3=CC4=CC5=C(C(=O)C(C(C5)C(C(=O)C(C(C)O)O)OC)OC6CC(C(C(O6)C)O)OC7CC(C(C(O7)C)O)OC8CC(C(C(O8)C)O)(C)O)C(=C4C(=C3C)O)O)O)O. Cell line: 786-0. Synergy scores: CSS=29.5, Synergy_ZIP=5.15, Synergy_Bliss=2.94, Synergy_Loewe=-63.8, Synergy_HSA=2.41. (4) Drug 1: C1C(C(OC1N2C=NC3=C(N=C(N=C32)Cl)N)CO)O. Drug 2: CC1=C(C(CCC1)(C)C)C=CC(=CC=CC(=CC(=O)O)C)C. Cell line: CAKI-1. Synergy scores: CSS=42.9, Synergy_ZIP=-3.23, Synergy_Bliss=-2.13, Synergy_Loewe=-5.67, Synergy_HSA=2.02. (5) Drug 1: CC1=CC2C(CCC3(C2CCC3(C(=O)C)OC(=O)C)C)C4(C1=CC(=O)CC4)C. Drug 2: CC(C1=C(C=CC(=C1Cl)F)Cl)OC2=C(N=CC(=C2)C3=CN(N=C3)C4CCNCC4)N. Cell line: M14. Synergy scores: CSS=-4.21, Synergy_ZIP=3.30, Synergy_Bliss=2.77, Synergy_Loewe=-0.0546, Synergy_HSA=-1.41. (6) Drug 1: CC12CCC3C(C1CCC2=O)CC(=C)C4=CC(=O)C=CC34C. Drug 2: CC1OCC2C(O1)C(C(C(O2)OC3C4COC(=O)C4C(C5=CC6=C(C=C35)OCO6)C7=CC(=C(C(=C7)OC)O)OC)O)O. Cell line: SR. Synergy scores: CSS=92.1, Synergy_ZIP=5.01, Synergy_Bliss=5.42, Synergy_Loewe=5.54, Synergy_HSA=6.22. (7) Drug 1: CC=C1C(=O)NC(C(=O)OC2CC(=O)NC(C(=O)NC(CSSCCC=C2)C(=O)N1)C(C)C)C(C)C. Drug 2: C1=NNC2=C1C(=O)NC=N2. Cell line: RXF 393. Synergy scores: CSS=31.3, Synergy_ZIP=-2.50, Synergy_Bliss=-3.25, Synergy_Loewe=-2.95, Synergy_HSA=-2.87. (8) Drug 1: C1=CC(=CC=C1CC(C(=O)O)N)N(CCCl)CCCl.Cl. Drug 2: CC(C)CN1C=NC2=C1C3=CC=CC=C3N=C2N. Cell line: HCT116. Synergy scores: CSS=6.03, Synergy_ZIP=-3.97, Synergy_Bliss=2.28, Synergy_Loewe=0.564, Synergy_HSA=1.64. (9) Drug 1: CN(C)C1=NC(=NC(=N1)N(C)C)N(C)C. Drug 2: C1=CN(C(=O)N=C1N)C2C(C(C(O2)CO)O)O.Cl. Cell line: HT29. Synergy scores: CSS=44.1, Synergy_ZIP=5.49, Synergy_Bliss=7.30, Synergy_Loewe=-65.9, Synergy_HSA=2.72.